Dataset: Peptide-MHC class I binding affinity with 185,985 pairs from IEDB/IMGT. Task: Regression. Given a peptide amino acid sequence and an MHC pseudo amino acid sequence, predict their binding affinity value. This is MHC class I binding data. (1) The peptide sequence is MKWMMAMKY. The MHC is HLA-A26:03 with pseudo-sequence HLA-A26:03. The binding affinity (normalized) is 0.0847. (2) The peptide sequence is KSLFNTVATLY. The MHC is HLA-A30:01 with pseudo-sequence HLA-A30:01. The binding affinity (normalized) is 0.0847. (3) The peptide sequence is RDRFKRTSF. The MHC is HLA-A26:01 with pseudo-sequence HLA-A26:01. The binding affinity (normalized) is 0.0847. (4) The peptide sequence is YYQSGLSIVMP. The MHC is HLA-A01:01 with pseudo-sequence HLA-A01:01. The binding affinity (normalized) is 0.